This data is from Full USPTO retrosynthesis dataset with 1.9M reactions from patents (1976-2016). The task is: Predict the reactants needed to synthesize the given product. (1) Given the product [CH2:22]([O:1][C:2]1[CH:11]=[C:10]([O:12][CH2:16][CH:26]=[CH2:27])[C:9]([CH:13]([CH3:15])[CH3:14])=[CH:8][C:3]=1[C:4]([O:6][CH3:7])=[O:5])[CH:23]=[CH2:24], predict the reactants needed to synthesize it. The reactants are: [OH:1][C:2]1[CH:11]=[C:10]([OH:12])[C:9]([CH:13]([CH3:15])[CH3:14])=[CH:8][C:3]=1[C:4]([O:6][CH3:7])=[O:5].[C:16](=O)([O-])[O-].[K+].[K+].[CH2:22](Br)[CH:23]=[CH2:24].[C:26](#N)[CH3:27]. (2) The reactants are: [C:1]([C:5]1[CH:6]=[C:7]([NH:11][C:12](=[O:20])[C:13]2[CH:18]=[CH:17][C:16](Cl)=[N:15][CH:14]=2)[CH:8]=[CH:9][CH:10]=1)([CH3:4])([CH3:3])[CH3:2].[CH2:21]([O:23][C:24](=[O:37])[C:25]1[CH:30]=[CH:29][C:28]([N:31]2[CH2:36][CH2:35][NH:34][CH2:33][CH2:32]2)=[CH:27][CH:26]=1)[CH3:22].C(OC(=O)C1C=CC(N2CCN(C3C=CC(C(=O)NC4C=CC(C)=C(I)C=4)=CN=3)CC2)=CC=1)C. Given the product [CH2:21]([O:23][C:24](=[O:37])[C:25]1[CH:26]=[CH:27][C:28]([N:31]2[CH2:32][CH2:33][N:34]([C:16]3[CH:17]=[CH:18][C:13]([C:12](=[O:20])[NH:11][C:7]4[CH:8]=[CH:9][CH:10]=[C:5]([C:1]([CH3:4])([CH3:3])[CH3:2])[CH:6]=4)=[CH:14][N:15]=3)[CH2:35][CH2:36]2)=[CH:29][CH:30]=1)[CH3:22], predict the reactants needed to synthesize it. (3) Given the product [C:12]([O:11][C:9](=[O:10])[NH:16][C:17]([CH3:20])([C:21]1[CH:26]=[CH:25][CH:24]=[C:23]([N+:27]([O-:29])=[O:28])[CH:22]=1)[CH2:18][OH:19])([CH3:13])([CH3:14])[CH3:15], predict the reactants needed to synthesize it. The reactants are: [C:12]([O:11][C:9](O[C:9]([O:11][C:12]([CH3:15])([CH3:14])[CH3:13])=[O:10])=[O:10])([CH3:15])([CH3:14])[CH3:13].[NH2:16][C:17]([C:21]1[CH:26]=[CH:25][CH:24]=[C:23]([N+:27]([O-:29])=[O:28])[CH:22]=1)([CH3:20])[CH2:18][OH:19].OS([O-])(=O)=O.[K+].